Dataset: Reaction yield outcomes from USPTO patents with 853,638 reactions. Task: Predict the reaction yield, written as a fraction of the theoretical maximum amount of product (1.0 means a 100% yield; for example, 0.34 means a 34% yield). (1) The reactants are [H-].[Na+].[CH:3]1([S:6]([NH2:9])(=[O:8])=[O:7])[CH2:5][CH2:4]1.[CH3:10][C:11]1([CH3:36])[CH2:20][C:19]2[C:14](=[CH:15][CH:16]=[C:17]([C:21](O)=[O:22])[CH:18]=2)[NH:13][CH:12]1[C:24]1[CH:29]=[CH:28][CH:27]=[C:26]([N:30]2[CH2:34][CH2:33][O:32][C:31]2=[O:35])[CH:25]=1.C(N1C=CN=C1)(N1C=CN=C1)=O. The catalyst is CN(C)C=O. The product is [CH3:10][C:11]1([CH3:36])[CH2:20][C:19]2[C:14](=[CH:15][CH:16]=[C:17]([C:21]([NH:9][S:6]([CH:3]3[CH2:5][CH2:4]3)(=[O:8])=[O:7])=[O:22])[CH:18]=2)[NH:13][CH:12]1[C:24]1[CH:29]=[CH:28][CH:27]=[C:26]([N:30]2[CH2:34][CH2:33][O:32][C:31]2=[O:35])[CH:25]=1. The yield is 0.200. (2) The reactants are Cl[C:2]1[CH:10]=[CH:9][C:5]([C:6]([OH:8])=[O:7])=[CH:4][C:3]=1[N+:11]([O-:13])=[O:12].[NH2:14][C:15]1[CH:20]=[CH:19][C:18]([SH:21])=[CH:17][CH:16]=1.C(=O)([O-])[O-].[Cs+].[Cs+].Cl. The catalyst is CN(C)C=O.C(OCC)(=O)C. The product is [NH2:14][C:15]1[CH:20]=[CH:19][C:18]([S:21][C:2]2[CH:10]=[CH:9][C:5]([C:6]([OH:8])=[O:7])=[CH:4][C:3]=2[N+:11]([O-:13])=[O:12])=[CH:17][CH:16]=1. The yield is 0.730. (3) The reactants are Br[C:2]1[CH:11]=[CH:10][C:5]([C:6]([O:8][CH3:9])=[O:7])=[CH:4][C:3]=1[CH3:12].CC1(C)C(C)(C)OB([C:21]2[CH:31]=[CH:30][CH:29]=[CH:28][C:22]=2[C:23]([O:25][CH2:26][CH3:27])=[O:24])O1.C1(C)C=CC=CC=1.P([O-])([O-])([O-])=O.[K+].[K+].[K+]. The catalyst is C1C=CC([P]([Pd]([P](C2C=CC=CC=2)(C2C=CC=CC=2)C2C=CC=CC=2)([P](C2C=CC=CC=2)(C2C=CC=CC=2)C2C=CC=CC=2)[P](C2C=CC=CC=2)(C2C=CC=CC=2)C2C=CC=CC=2)(C2C=CC=CC=2)C2C=CC=CC=2)=CC=1.O. The product is [CH3:12][C:3]1[CH:4]=[C:5]([C:6]([O:8][CH3:9])=[O:7])[CH:10]=[CH:11][C:2]=1[C:21]1[C:22]([C:23]([O:25][CH2:26][CH3:27])=[O:24])=[CH:28][CH:29]=[CH:30][CH:31]=1. The yield is 0.810.